This data is from Reaction yield outcomes from USPTO patents with 853,638 reactions. The task is: Predict the reaction yield, written as a fraction of the theoretical maximum amount of product (1.0 means a 100% yield; for example, 0.34 means a 34% yield). (1) The reactants are CC(C)([O-])C.[K+].[CH3:7][N:8]1[CH:12]=[C:11]([CH2:13][CH2:14][C:15]([O:17]C)=O)[CH:10]=[N:9]1.[CH:19](OC)=O.[NH2:23][C:24]([NH2:26])=[S:25]. The catalyst is C1COCC1.CO. The product is [CH3:7][N:8]1[CH:12]=[C:11]([CH2:13][C:14]2[C:15](=[O:17])[NH:23][C:24](=[S:25])[NH:26][CH:19]=2)[CH:10]=[N:9]1. The yield is 0.504. (2) The reactants are C1C=C[NH+]=CC=1.[O-][Cr](Cl)(=O)=O.[OH:12][CH2:13][C:14]1[CH:15]=[C:16]([NH:21][C:22](=[O:28])[O:23][C:24]([CH3:27])([CH3:26])[CH3:25])[CH:17]=[C:18]([CH3:20])[CH:19]=1. The catalyst is C(Cl)Cl. The product is [CH:13]([C:14]1[CH:15]=[C:16]([NH:21][C:22](=[O:28])[O:23][C:24]([CH3:26])([CH3:25])[CH3:27])[CH:17]=[C:18]([CH3:20])[CH:19]=1)=[O:12]. The yield is 0.150. (3) The reactants are [C:1]([C@H:5]1[CH2:22][CH2:21][C@@:20]2([CH3:23])[C:7](=[CH:8][C:9](=[O:25])[C@@H:10]3[C@@H:19]2[CH2:18][CH2:17][C@@:15]2([CH3:16])[C@H:11]3[CH2:12][CH2:13][C:14]2=[O:24])[CH2:6]1)([O:3][CH3:4])=[O:2].[BH4-].[Na+]. The catalyst is ClCCl.CO. The product is [C:1]([C@H:5]1[CH2:22][CH2:21][C@@:20]2([CH3:23])[C:7](=[CH:8][CH:9]([OH:25])[C@@H:10]3[C@@H:19]2[CH2:18][CH2:17][C@@:15]2([CH3:16])[C@H:11]3[CH2:12][CH2:13][C@@H:14]2[OH:24])[CH2:6]1)([O:3][CH3:4])=[O:2]. The yield is 0.700. (4) The reactants are [Se](=O)=O.[O:4]1[CH2:9][CH2:8][O:7]CC1.C([C:13]1[CH:18]=[CH:17][CH:16]=[CH:15][CH:14]=1)(=O)C. The catalyst is O. The product is [O:4]=[C:9]([C:13]1[CH:18]=[CH:17][CH:16]=[CH:15][CH:14]=1)[CH:8]=[O:7]. The yield is 0.585. (5) The reactants are [I-].C[P+](C1C=CC=CC=1)(C1C=CC=CC=1)C1C=CC=CC=1.[CH2:22]([Li])[CH2:23][CH2:24][CH3:25].CCCCCC.[CH2:33]([C:35]1[CH:42]=CC(C=O)=[CH:37][CH:36]=1)[CH3:34]. The catalyst is O1CCCC1. The product is [CH2:24]([C:23]1[CH:22]=[CH:42][C:35]([CH:36]=[CH2:37])=[CH:33][CH:34]=1)[CH3:25]. The yield is 0.760. (6) The reactants are [H-].[Na+].[CH2:3]([O:5][C:6](=[O:17])[C:7]1[CH:12]=[C:11]([CH3:13])[N:10]=[C:9]([SH:14])[C:8]=1[C:15]#[N:16])[CH3:4].Br[CH2:19][C:20]([NH2:22])=[O:21]. The catalyst is C1COCC1.[N+](CCCC)(CCCC)(CCCC)CCCC.[I-]. The product is [CH2:3]([O:5][C:6]([C:7]1[C:8]2[C:15]([NH2:16])=[C:19]([C:20](=[O:21])[NH2:22])[S:14][C:9]=2[N:10]=[C:11]([CH3:13])[CH:12]=1)=[O:17])[CH3:4]. The yield is 0.600.